This data is from Full USPTO retrosynthesis dataset with 1.9M reactions from patents (1976-2016). The task is: Predict the reactants needed to synthesize the given product. (1) Given the product [CH2:8]1[C@@H:17]2[C@H:12]([CH2:13][CH2:14][C:15]3[CH:21]=[CH:20][CH:19]=[CH:18][C:16]=32)[N:11]([C:25]([O:27][C:28]([CH3:31])([CH3:30])[CH3:29])=[O:26])[CH2:10][CH2:9]1, predict the reactants needed to synthesize it. The reactants are: Cl[Si](C)(C)C.[BH4-].[Li+].[CH2:8]1[C@@H:17]2[C@H:12]([CH2:13][CH2:14][C:15]3[CH:21]=[CH:20][CH:19]=[CH:18][C:16]=32)[NH:11][C:10](=O)[CH2:9]1.[OH-].[K+].[C:25](O[C:25]([O:27][C:28]([CH3:31])([CH3:30])[CH3:29])=[O:26])([O:27][C:28]([CH3:31])([CH3:30])[CH3:29])=[O:26]. (2) The reactants are: [C:1]([O:5][C:6]([N:8]1[CH:20]([C:21]([OH:23])=[O:22])[C:19]([CH3:25])([CH3:24])[C:18]2[C:17]3[C:12](=[CH:13][CH:14]=[CH:15][CH:16]=3)[NH:11][C:10]=2[CH2:9]1)=[O:7])([CH3:4])([CH3:3])[CH3:2].[H-].[Na+].[F:28][C:29]1[CH:36]=[CH:35][C:32]([CH2:33]Br)=[CH:31][CH:30]=1. Given the product [C:1]([O:5][C:6]([N:8]1[CH:20]([C:21]([OH:23])=[O:22])[C:19]([CH3:25])([CH3:24])[C:18]2[C:17]3[C:12](=[CH:13][CH:14]=[CH:15][CH:16]=3)[N:11]([CH2:33][C:32]3[CH:35]=[CH:36][C:29]([F:28])=[CH:30][CH:31]=3)[C:10]=2[CH2:9]1)=[O:7])([CH3:4])([CH3:2])[CH3:3], predict the reactants needed to synthesize it. (3) Given the product [O:22]1[CH:26]=[CH:25][CH:24]=[C:23]1[CH:27]1[C:3]([C:4]([O:6][CH2:7][C:8]2[CH:16]=[CH:15][C:11]3[O:12][CH2:13][O:14][C:10]=3[CH:9]=2)=[O:5])=[C:2]([CH3:17])[NH:21][C:19](=[O:20])[NH:18]1, predict the reactants needed to synthesize it. The reactants are: O=[C:2]([CH3:17])[CH2:3][C:4]([O:6][CH2:7][C:8]1[CH:16]=[CH:15][C:11]2[O:12][CH2:13][O:14][C:10]=2[CH:9]=1)=[O:5].[NH2:18][C:19]([NH2:21])=[O:20].[O:22]1[CH:26]=[CH:25][CH:24]=[C:23]1[CH:27]=O. (4) Given the product [C:29]([C:26]1[CH:27]=[CH:28][C:23]([NH:22][S:1]([C:4]([F:7])([F:6])[F:5])(=[O:3])=[O:2])=[CH:24][C:25]=1[Cl:40])(=[O:31])[CH3:30], predict the reactants needed to synthesize it. The reactants are: [S:1](O[S:1]([C:4]([F:7])([F:6])[F:5])(=[O:3])=[O:2])([C:4]([F:7])([F:6])[F:5])(=[O:3])=[O:2].N1C=CC=CC=1.[NH2:22][C:23]1[CH:28]=[CH:27][C:26]([C:29](=[O:31])[CH3:30])=[CH:25][C:24]=1OC.C(OCC)C.C(Cl)[Cl:40]. (5) Given the product [CH3:29][O:28][C:22]1[CH:21]=[C:20]([CH2:19][CH2:18][CH2:17][O:1][CH2:2][CH2:3][CH2:4][N:5]2[CH2:9][CH2:8][CH2:7][CH2:6]2)[CH:25]=[CH:24][C:23]=1[O:26][CH3:27], predict the reactants needed to synthesize it. The reactants are: [OH:1][CH2:2][CH2:3][CH2:4][N:5]1[CH2:9][CH2:8][CH2:7][CH2:6]1.[H-].[Na+].S(O[CH2:17][CH2:18][CH2:19][C:20]1[CH:25]=[CH:24][C:23]([O:26][CH3:27])=[C:22]([O:28][CH3:29])[CH:21]=1)(=O)(=O)C.C1OCCOCCOCCOCCOC1. (6) Given the product [C:1]([O:5][C:6]([N:8]1[CH2:14][CH2:13][C@@H:12]([C:15]2[CH:20]=[CH:19][C:18]([NH2:21])=[C:17]([O:24][CH3:25])[CH:16]=2)[C@@H:10]([OH:11])[CH2:9]1)=[O:7])([CH3:4])([CH3:3])[CH3:2], predict the reactants needed to synthesize it. The reactants are: [C:1]([O:5][C:6]([N:8]1[CH2:14][CH2:13][C:12]2([C:15]3[CH:20]=[CH:19][C:18]([N+:21]([O-])=O)=[C:17]([O:24][CH3:25])[CH:16]=3)[CH:10]([O:11]2)[CH2:9]1)=[O:7])([CH3:4])([CH3:3])[CH3:2].